This data is from Catalyst prediction with 721,799 reactions and 888 catalyst types from USPTO. The task is: Predict which catalyst facilitates the given reaction. (1) Reactant: Cl[CH2:2][CH2:3][CH2:4][C:5]1([C:16]#[N:17])[CH2:10][CH2:9][N:8]([C:11]([O:13][CH2:14][CH3:15])=[O:12])[CH2:7][CH2:6]1.[C-:18]#[N:19].[Na+]. Product: [C:18]([CH2:2][CH2:3][CH2:4][C:5]1([C:16]#[N:17])[CH2:10][CH2:9][N:8]([C:11]([O:13][CH2:14][CH3:15])=[O:12])[CH2:7][CH2:6]1)#[N:19]. The catalyst class is: 35. (2) Reactant: S(OS(C(F)(F)F)(=O)=O)(C(F)(F)F)(=O)=O.[C:16]([O:35][CH2:36][C@H:37](O)[CH3:38])([C:29]1[CH:34]=[CH:33][CH:32]=[CH:31][CH:30]=1)([C:23]1[CH:28]=[CH:27][CH:26]=[CH:25][CH:24]=1)[C:17]1[CH:22]=[CH:21][CH:20]=[CH:19][CH:18]=1.C(N(C(C)C)CC)(C)C.Cl.[CH3:50][O:51][C@@H:52]1[CH2:56][CH2:55][NH:54][CH2:53]1. Product: [CH3:50][O:51][C@@H:52]1[CH2:56][CH2:55][N:54]([C@@H:37]([CH3:38])[CH2:36][O:35][C:16]([C:23]2[CH:28]=[CH:27][CH:26]=[CH:25][CH:24]=2)([C:17]2[CH:18]=[CH:19][CH:20]=[CH:21][CH:22]=2)[C:29]2[CH:34]=[CH:33][CH:32]=[CH:31][CH:30]=2)[CH2:53]1. The catalyst class is: 2.